This data is from Peptide-MHC class I binding affinity with 185,985 pairs from IEDB/IMGT. The task is: Regression. Given a peptide amino acid sequence and an MHC pseudo amino acid sequence, predict their binding affinity value. This is MHC class I binding data. (1) The peptide sequence is WYETVKVNY. The MHC is HLA-A30:01 with pseudo-sequence HLA-A30:01. The binding affinity (normalized) is 0.0847. (2) The peptide sequence is TYSSSMMWEI. The MHC is HLA-A26:01 with pseudo-sequence HLA-A26:01. The binding affinity (normalized) is 0. (3) The peptide sequence is YLFQWNDNV. The MHC is HLA-A24:02 with pseudo-sequence HLA-A24:02. The binding affinity (normalized) is 0.0847. (4) The peptide sequence is WLSTYAVRI. The MHC is HLA-A02:01 with pseudo-sequence HLA-A02:01. The binding affinity (normalized) is 0.568. (5) The peptide sequence is KRLAETLAL. The MHC is Mamu-A20102 with pseudo-sequence YYSEYEQRVGHTFVSNLYIRYESYTWAVHTYESY. The binding affinity (normalized) is 0.0333. (6) The peptide sequence is DTNYSGFM. The MHC is Mamu-A02 with pseudo-sequence Mamu-A02. The binding affinity (normalized) is 0.0449. (7) The peptide sequence is HYRALSGVF. The MHC is HLA-A30:02 with pseudo-sequence HLA-A30:02. The binding affinity (normalized) is 0. (8) The peptide sequence is AENLWVTVV. The MHC is Mamu-A11 with pseudo-sequence Mamu-A11. The binding affinity (normalized) is 0.874.